From a dataset of Reaction yield outcomes from USPTO patents with 853,638 reactions. Predict the reaction yield, written as a fraction of the theoretical maximum amount of product (1.0 means a 100% yield; for example, 0.34 means a 34% yield). (1) The yield is 0.790. No catalyst specified. The reactants are [F:1][C:2]([F:11])([F:10])[C:3]1[CH:4]=[CH:5][C:6](S)=[N:7][CH:8]=1.[Cl:12][O-].[Na+].O.[OH:16][S:17]([OH:20])(=O)=O. The product is [F:1][C:2]([F:11])([F:10])[C:3]1[CH:4]=[CH:5][C:6]([S:17]([Cl:12])(=[O:20])=[O:16])=[N:7][CH:8]=1. (2) The reactants are O.[OH-].[Li+].[CH3:4][C:5]1[CH:10]=[C:9]([CH3:11])[CH:8]=[C:7]([CH3:12])[C:6]=1[NH:13][C:14]([NH:16][C:17]1[C:18]([C:27]([N:29]2[CH2:34][CH2:33][N:32]([C:35]([O:37][C:38]([CH3:41])([CH3:40])[CH3:39])=[O:36])[CH2:31][C@H:30]2[C:42]([O:44]C)=[O:43])=[O:28])=[CH:19][C:20]2[C:25]([CH:26]=1)=[CH:24][CH:23]=[CH:22][CH:21]=2)=[O:15].O.Cl. The catalyst is O1CCOCC1. The product is [CH3:41][C:38]([O:37][C:35]([N:32]1[CH2:33][CH2:34][N:29]([C:27]([C:18]2[C:17]([NH:16][C:14]([NH:13][C:6]3[C:5]([CH3:4])=[CH:10][C:9]([CH3:11])=[CH:8][C:7]=3[CH3:12])=[O:15])=[CH:26][C:25]3[C:20](=[CH:21][CH:22]=[CH:23][CH:24]=3)[CH:19]=2)=[O:28])[C@H:30]([C:42]([OH:44])=[O:43])[CH2:31]1)=[O:36])([CH3:39])[CH3:40]. The yield is 0.730. (3) The product is [Br:11][C:5]1[CH:6]=[C:7]([N+:8]([O-:10])=[O:9])[C:2]([C:15]2[CH:16]=[CH:17][C:18]([C:19]([O:21][CH3:22])=[O:20])=[C:13]([Cl:12])[CH:14]=2)=[N:3][CH:4]=1. The yield is 0.670. The reactants are Br[C:2]1[C:7]([N+:8]([O-:10])=[O:9])=[CH:6][C:5]([Br:11])=[CH:4][N:3]=1.[Cl:12][C:13]1[CH:14]=[C:15](B(O)O)[CH:16]=[CH:17][C:18]=1[C:19]([O:21][CH3:22])=[O:20].P([O-])([O-])([O-])=O.[K+].[K+].[K+].O. The catalyst is C1C=CC(P(C2C=CC=CC=2)[C-]2C=CC=C2)=CC=1.C1C=CC(P(C2C=CC=CC=2)[C-]2C=CC=C2)=CC=1.Cl[Pd]Cl.[Fe+2].C(OCC)(=O)C. (4) The reactants are O[CH2:2][CH2:3][N:4]1[CH2:8][CH2:7][O:6][C:5]1=[O:9].C(Br)(Br)(Br)[Br:11].C1(P(C2C=CC=CC=2)C2C=CC=CC=2)C=CC=CC=1.C1(P(=O)(C2C=CC=CC=2)C2C=CC=CC=2)C=CC=CC=1. The catalyst is C(Cl)Cl. The product is [Br:11][CH2:2][CH2:3][N:4]1[CH2:8][CH2:7][O:6][C:5]1=[O:9]. The yield is 0.530. (5) The reactants are [CH2:1]([C:3]1[C:14](=[O:15])[N:13]([C:16]2[CH:17]=[C:18]([NH:22][C:23](=[O:29])[O:24][C:25]([CH3:28])([CH3:27])[CH3:26])[CH:19]=[CH:20][CH:21]=2)[C:6]2[N:7]=[C:8]([S:11][CH3:12])[N:9]=[CH:10][C:5]=2[CH:4]=1)[CH3:2].ClC1C=C(C=CC=1)C(OO)=[O:35].C([O-])([O-])=O.[Na+].[Na+]. The catalyst is C(Cl)Cl. The product is [CH2:1]([C:3]1[C:14](=[O:15])[N:13]([C:16]2[CH:17]=[C:18]([NH:22][C:23](=[O:29])[O:24][C:25]([CH3:28])([CH3:27])[CH3:26])[CH:19]=[CH:20][CH:21]=2)[C:6]2[N:7]=[C:8]([S:11]([CH3:12])=[O:35])[N:9]=[CH:10][C:5]=2[CH:4]=1)[CH3:2]. The yield is 0.910. (6) The reactants are [CH3:1][N:2]1[C:10]2[C:5](=[CH:6][CH:7]=[CH:8][CH:9]=2)[CH:4]=[C:3]1[C:11]1[CH:16]=[CH:15][CH:14]=[CH:13][CH:12]=1.CO[CH:19](OC)[CH2:20][C:21](=[O:23])[CH3:22].Cl. The catalyst is C(O)(=O)C. The product is [CH3:1][N:2]1[C:10]2[C:5](=[CH:6][CH:7]=[CH:8][CH:9]=2)[C:4](/[CH:19]=[CH:20]/[C:21](=[O:23])[CH3:22])=[C:3]1[C:11]1[CH:16]=[CH:15][CH:14]=[CH:13][CH:12]=1. The yield is 0.890. (7) The reactants are F.F.F.C(N(CC)CC)C.C(N(CC)CC)C.[Si]([O:35][CH2:36][C@H:37]1[O:41][C@@H:40]([N:42]2[CH:49]=[C:48]([CH3:50])[C:46](=[O:47])[NH:45][C:43]2=[O:44])[C@H:39]([O:51][CH2:52][CH2:53][O:54][N:55]([CH3:57])[CH3:56])[C@@H:38]1[OH:58])(C(C)(C)C)(C1C=CC=CC=1)C1C=CC=CC=1.CO. The catalyst is C1COCC1.C(Cl)Cl. The yield is 0.925. The product is [CH3:56][N:55]([CH3:57])[O:54][CH2:53][CH2:52][O:51][C@@H:39]1[C@H:38]([OH:58])[C@@H:37]([CH2:36][OH:35])[O:41][C@H:40]1[N:42]1[CH:49]=[C:48]([CH3:50])[C:46](=[O:47])[NH:45][C:43]1=[O:44].